Dataset: Reaction yield outcomes from USPTO patents with 853,638 reactions. Task: Predict the reaction yield, written as a fraction of the theoretical maximum amount of product (1.0 means a 100% yield; for example, 0.34 means a 34% yield). (1) The reactants are Cl[C:2]1[N:10]2[C:6](=[N:7][C:8]3[CH:14]=[CH:13][CH:12]=[CH:11][C:9]=32)[C:5]([C:15]#[N:16])=[C:4]([CH3:17])[C:3]=1[C:18]1[CH:23]=[CH:22][CH:21]=[CH:20][CH:19]=1.C(OC([N:31]1[CH2:39][CH2:38][CH2:37][CH:36]2[CH:32]1[CH2:33][NH:34][CH2:35]2)=O)(C)(C)C.Cl.[OH-].[Na+].C(=O)(O)[O-].[Na+]. The catalyst is C(N(CC)CC)C.CS(C)=O. The product is [CH:32]12[CH2:33][N:34]([C:2]3[N:10]4[C:6](=[N:7][C:8]5[CH:14]=[CH:13][CH:12]=[CH:11][C:9]=54)[C:5]([C:15]#[N:16])=[C:4]([CH3:17])[C:3]=3[C:18]3[CH:23]=[CH:22][CH:21]=[CH:20][CH:19]=3)[CH2:35][CH:36]1[CH2:37][CH2:38][CH2:39][NH:31]2. The yield is 0.710. (2) The reactants are [Cl:1][C:2]1[CH:7]=[CH:6][N:5]2[C:8]([C:11]3[CH:12]=[C:13]([CH:15]=[CH:16][CH:17]=3)[NH2:14])=[CH:9][N:10]=[C:4]2[CH:3]=1.C(Cl)(=O)OC1C=CC([N+]([O-])=O)=CC=1.CCN(C(C)C)C(C)C.[C:40](=[O:43])([O-])[NH2:41].[F:44][C:45]([F:49])([F:48])[CH2:46]N. The catalyst is C1COCC1.CCOC(C)=O.O. The product is [Cl:1][C:2]1[CH:7]=[CH:6][N:5]2[C:8]([C:11]3[CH:12]=[C:13]([NH:14][C:40]([NH:41][CH2:46][C:45]([F:49])([F:48])[F:44])=[O:43])[CH:15]=[CH:16][CH:17]=3)=[CH:9][N:10]=[C:4]2[CH:3]=1. The yield is 0.690. (3) The yield is 0.230. The catalyst is COCCOC.O.CCO. The product is [C:37]1([C:4]2[CH:5]=[C:6]3[C:11](=[CH:12][CH:13]=2)[O:10][C:9](=[O:14])[CH:8]=[C:7]3[NH:15][CH:16]2[CH2:21][CH2:20][N:19]([CH2:22][CH:23]=[CH:24][C:25]3[CH:26]=[CH:27][CH:28]=[CH:29][CH:30]=3)[CH2:18][CH2:17]2)[CH:42]=[CH:41][CH:40]=[CH:39][CH:38]=1. The reactants are N#N.Br[C:4]1[CH:5]=[C:6]2[C:11](=[CH:12][CH:13]=1)[O:10][C:9](=[O:14])[CH:8]=[C:7]2[NH:15][CH:16]1[CH2:21][CH2:20][N:19]([CH2:22][CH:23]=[CH:24][C:25]2[CH:30]=[CH:29][CH:28]=[CH:27][CH:26]=2)[CH2:18][CH2:17]1.C([O-])([O-])=O.[Cs+].[Cs+].[C:37]1(B(O)O)[CH:42]=[CH:41][CH:40]=[CH:39][CH:38]=1. (4) The reactants are [BH4-].[Na+].[CH3:3][O:4][C:5]1[CH:17]=[CH:16][C:8]([CH:9]=[C:10]2[CH2:15][CH2:14][S:13][CH2:12][CH2:11]2)=[C:7]([N+:18]([O-])=O)[CH:6]=1.Cl. The catalyst is COCCOC.CO. The product is [CH3:3][O:4][C:5]1[CH:17]=[CH:16][C:8]([CH2:9][CH:10]2[CH2:15][CH2:14][S:13][CH2:12][CH2:11]2)=[C:7]([CH:6]=1)[NH2:18]. The yield is 0.360. (5) The reactants are [F:1][C:2]1[CH:3]=[CH:4][C:5]2[N:6]([C:8]([N:11]3[CH2:16][CH2:15][CH:14]([C:17]([OH:20])([CH3:19])[CH3:18])[CH2:13][CH2:12]3)=[N:9][N:10]=2)[CH:7]=1.FC(F)(F)S(O[Si:27]([CH:34]([CH3:36])[CH3:35])([CH:31]([CH3:33])[CH3:32])[CH:28]([CH3:30])[CH3:29])(=O)=O.CCN(CC)CC.O. The catalyst is C(Cl)Cl.CO. The product is [F:1][C:2]1[CH:3]=[CH:4][C:5]2[N:6]([C:8]([N:11]3[CH2:12][CH2:13][CH:14]([C:17]([CH3:18])([O:20][Si:27]([CH:34]([CH3:36])[CH3:35])([CH:31]([CH3:33])[CH3:32])[CH:28]([CH3:30])[CH3:29])[CH3:19])[CH2:15][CH2:16]3)=[N:9][N:10]=2)[CH:7]=1. The yield is 0.790. (6) The reactants are C([SiH](CC)CC)C.[CH3:8][O:9][C:10](=[O:32])[C@@H:11]([O:29][CH2:30][CH3:31])[C@@H:12]([C:14]1[CH:19]=[CH:18][C:17]([O:20][CH2:21][C:22]2[CH:27]=[CH:26][CH:25]=[CH:24][CH:23]=2)=[CH:16][C:15]=1[CH3:28])O. The catalyst is FC(F)(F)C(O)=O. The product is [CH3:8][O:9][C:10](=[O:32])[C@@H:11]([O:29][CH2:30][CH3:31])[CH2:12][C:14]1[CH:19]=[CH:18][C:17]([O:20][CH2:21][C:22]2[CH:27]=[CH:26][CH:25]=[CH:24][CH:23]=2)=[CH:16][C:15]=1[CH3:28]. The yield is 0.450. (7) The reactants are Cl[C:2]1[O:3][C:4]([C:7]2[CH:14]=[CH:13][C:10]([C:11]#[N:12])=[CH:9][CH:8]=2)=[CH:5][N:6]=1.[NH:15]1[C:19]([C:20]2[CH:21]=[C:22]([CH:24]=[CH:25][CH:26]=2)[NH2:23])=[N:18][N:17]=[N:16]1. The catalyst is CC(O)C. The product is [NH:18]1[C:19]([C:20]2[CH:21]=[C:22]([NH:23][C:2]3[O:3][C:4]([C:7]4[CH:14]=[CH:13][C:10]([C:11]#[N:12])=[CH:9][CH:8]=4)=[CH:5][N:6]=3)[CH:24]=[CH:25][CH:26]=2)=[N:15][N:16]=[N:17]1. The yield is 1.00.